From a dataset of Catalyst prediction with 721,799 reactions and 888 catalyst types from USPTO. Predict which catalyst facilitates the given reaction. Reactant: CS([C:5]1[N:6]=[C:7]([N:38]2[CH2:43][CH2:42][O:41][CH2:40][CH2:39]2)[C:8]2[C:13]([C:14]3[CH:19]=[CH:18][CH:17]=[CH:16][CH:15]=3)=[C:12]([C:20]3[CH:25]=[CH:24][C:23]([C:26]4([NH:30][C:31](=[O:37])[O:32][C:33]([CH3:36])([CH3:35])[CH3:34])[CH2:29][CH2:28][CH2:27]4)=[CH:22][CH:21]=3)[O:11][C:9]=2[N:10]=1)(=O)=O.[CH2:44]([CH2:46][NH2:47])[OH:45]. Product: [OH:45][CH2:44][CH2:46][NH:47][C:5]1[N:6]=[C:7]([N:38]2[CH2:43][CH2:42][O:41][CH2:40][CH2:39]2)[C:8]2[C:13]([C:14]3[CH:19]=[CH:18][CH:17]=[CH:16][CH:15]=3)=[C:12]([C:20]3[CH:21]=[CH:22][C:23]([C:26]4([NH:30][C:31](=[O:37])[O:32][C:33]([CH3:35])([CH3:36])[CH3:34])[CH2:29][CH2:28][CH2:27]4)=[CH:24][CH:25]=3)[O:11][C:9]=2[N:10]=1. The catalyst class is: 588.